Dataset: Catalyst prediction with 721,799 reactions and 888 catalyst types from USPTO. Task: Predict which catalyst facilitates the given reaction. (1) Reactant: [CH3:1][O:2][C:3]1[C:8]([O:9][CH3:10])=[CH:7][CH:6]=[CH:5][N:4]=1.C([O-])(O)=O.[Na+].[Br:16]Br. Product: [Br:16][C:6]1[CH:7]=[C:8]([O:9][CH3:10])[C:3]([O:2][CH3:1])=[N:4][CH:5]=1. The catalyst class is: 4. (2) Reactant: [CH2:1]([N:3]1[CH:7]=[C:6]([CH3:8])[C:5]([C:9]([OH:11])=O)=[CH:4]1)[CH3:2].O1CCCC1.C(Cl)(=O)C(Cl)=O.[NH2:23][C:24]1[CH:25]=[C:26]([CH:43]=[CH:44][CH:45]=1)[O:27][C:28]1[CH:29]=[CH:30][C:31]2[N:32]([N:34]=[C:35]([NH:37][C:38]([CH:40]3[CH2:42][CH2:41]3)=[O:39])[N:36]=2)[CH:33]=1. The catalyst class is: 402. Product: [CH:40]1([C:38]([NH:37][C:35]2[N:36]=[C:31]3[CH:30]=[CH:29][C:28]([O:27][C:26]4[CH:25]=[C:24]([NH:23][C:9]([C:5]5[C:6]([CH3:8])=[CH:7][N:3]([CH2:1][CH3:2])[CH:4]=5)=[O:11])[CH:45]=[CH:44][CH:43]=4)=[CH:33][N:32]3[N:34]=2)=[O:39])[CH2:41][CH2:42]1.